Dataset: Reaction yield outcomes from USPTO patents with 853,638 reactions. Task: Predict the reaction yield, written as a fraction of the theoretical maximum amount of product (1.0 means a 100% yield; for example, 0.34 means a 34% yield). (1) The reactants are C([N:8]1[C:16]2[C:15](=[O:17])[N:14]([CH2:18][CH2:19][CH2:20][OH:21])[C:13](=[O:22])[N:12]([CH2:23][CH3:24])[C:11]=2[N:10]=[C:9]1[O:25][CH2:26][CH3:27])C1C=CC=CC=1.C([O-])=O.[NH4+]. The catalyst is C(O)C.[Pd]. The yield is 0.771. The product is [CH2:26]([O:25][C:9]1[NH:8][C:16]2[C:15](=[O:17])[N:14]([CH2:18][CH2:19][CH2:20][OH:21])[C:13](=[O:22])[N:12]([CH2:23][CH3:24])[C:11]=2[N:10]=1)[CH3:27]. (2) The reactants are [CH3:1][O:2][C:3]1[C:10]([O:11][CH3:12])=[CH:9][CH:8]=[C:5]([CH:6]=O)[C:4]=1[OH:13].CC1(C)O[C:20](=[O:21])[CH2:19][C:17](=[O:18])[O:16]1. The catalyst is O. The product is [CH3:12][O:11][C:10]1[C:3]([O:2][CH3:1])=[C:4]2[C:5]([CH:6]=[C:19]([C:17]([OH:18])=[O:16])[C:20](=[O:21])[O:13]2)=[CH:8][CH:9]=1. The yield is 0.780.